Dataset: Catalyst prediction with 721,799 reactions and 888 catalyst types from USPTO. Task: Predict which catalyst facilitates the given reaction. (1) Reactant: [CH3:1][O:2][C:3](=[O:15])[C:4]1[C:5](=[C:10](I)[CH:11]=[CH:12][CH:13]=1)[C:6]([O:8][CH3:9])=[O:7].[CH3:16][N:17]([CH3:35])[CH2:18][CH2:19][O:20][C:21]1[CH:26]=[CH:25][C:24]([NH2:27])=[C:23]([O:28][C:29]2[CH:34]=[CH:33][CH:32]=[CH:31][CH:30]=2)[CH:22]=1.C1C=CC(P(C2C(C3C(P(C4C=CC=CC=4)C4C=CC=CC=4)=CC=C4C=3C=CC=C4)=C3C(C=CC=C3)=CC=2)C2C=CC=CC=2)=CC=1.C(=O)([O-])[O-].[Cs+].[Cs+]. Product: [CH3:1][O:2][C:3](=[O:15])[C:4]1[C:5](=[C:10]([NH:27][C:24]2[CH:25]=[CH:26][C:21]([O:20][CH2:19][CH2:18][N:17]([CH3:35])[CH3:16])=[CH:22][C:23]=2[O:28][C:29]2[CH:30]=[CH:31][CH:32]=[CH:33][CH:34]=2)[CH:11]=[CH:12][CH:13]=1)[C:6]([O:8][CH3:9])=[O:7]. The catalyst class is: 835. (2) Reactant: O.[CH2:2]([NH2:6])[CH2:3][CH2:4][CH3:5].[C:7](OCC)(=[O:10])[C:8]#[CH:9].[Na+].[Cl-]. Product: [CH2:2]([NH:6][C:7](=[O:10])[C:8]#[CH:9])[CH2:3][CH2:4][CH3:5]. The catalyst class is: 15.